Task: Predict which catalyst facilitates the given reaction.. Dataset: Catalyst prediction with 721,799 reactions and 888 catalyst types from USPTO (1) Reactant: C[O:2][C:3]([C:5]1[N:6]=[N:7][C:8]([O:18][CH2:19][C:20]([F:23])([F:22])[F:21])=[C:9]([C:11]2[CH:16]=[CH:15][C:14]([Cl:17])=[CH:13][CH:12]=2)[CH:10]=1)=[O:4].[OH-].[Li+].Cl. Product: [Cl:17][C:14]1[CH:15]=[CH:16][C:11]([C:9]2[CH:10]=[C:5]([C:3]([OH:4])=[O:2])[N:6]=[N:7][C:8]=2[O:18][CH2:19][C:20]([F:23])([F:22])[F:21])=[CH:12][CH:13]=1. The catalyst class is: 30. (2) Reactant: [C:1]([C:4]1[C:12]2[C:7](=[CH:8][CH:9]=[C:10]([O:13][C:14]3[CH:15]=[N:16][CH:17]=[N:18][CH:19]=3)[CH:11]=2)[N:6]([CH2:20][C:21]([O:23]C(C)(C)C)=[O:22])[N:5]=1)(=[O:3])[NH2:2]. Product: [C:1]([C:4]1[C:12]2[C:7](=[CH:8][CH:9]=[C:10]([O:13][C:14]3[CH:19]=[N:18][CH:17]=[N:16][CH:15]=3)[CH:11]=2)[N:6]([CH2:20][C:21]([OH:23])=[O:22])[N:5]=1)(=[O:3])[NH2:2]. The catalyst class is: 157. (3) Reactant: Br[C:2]1[C:12]2[O:11][CH2:10][CH2:9][N:8]([C:13]([O:15][C:16]([CH3:19])([CH3:18])[CH3:17])=[O:14])[CH:7]([CH2:20][C:21]([O:23][CH2:24][CH3:25])=[O:22])[C:6]=2[CH:5]=[CH:4][CH:3]=1.[CH3:26][N:27](C)C=O. Product: [C:26]([C:2]1[C:12]2[O:11][CH2:10][CH2:9][N:8]([C:13]([O:15][C:16]([CH3:19])([CH3:18])[CH3:17])=[O:14])[CH:7]([CH2:20][C:21]([O:23][CH2:24][CH3:25])=[O:22])[C:6]=2[CH:5]=[CH:4][CH:3]=1)#[N:27]. The catalyst class is: 267. (4) Product: [ClH:11].[NH2:1][C:2]1[CH:3]=[C:4]([CH:8]=[CH:9][CH:10]=1)[CH2:5][NH2:6]. Reactant: [NH2:1][C:2]1[CH:3]=[C:4]([CH:8]=[CH:9][CH:10]=1)[CH:5]=[N:6]O.[ClH:11]. The catalyst class is: 50. (5) Reactant: [Si:1]([O:8][CH2:9][C:10]([N:13]1[C:21]2[CH:20]=[CH:19][N:18]=[CH:17][C:16]=2[C:15]([C:22]([C:24]2[CH:29]=[C:28]([N:30]=C(C3C=CC=CC=3)C3C=CC=CC=3)[CH:27]=[CH:26][N:25]=2)=[O:23])=[CH:14]1)([CH3:12])[CH3:11])([C:4]([CH3:7])([CH3:6])[CH3:5])([CH3:3])[CH3:2].C(O)(=O)CC(CC(O)=O)(C(O)=O)O.C(=O)([O-])[O-].[K+].[K+]. Product: [NH2:30][C:28]1[CH:27]=[CH:26][N:25]=[C:24]([C:22]([C:15]2[C:16]3[CH:17]=[N:18][CH:19]=[CH:20][C:21]=3[N:13]([C:10]([CH3:12])([CH3:11])[CH2:9][O:8][Si:1]([C:4]([CH3:7])([CH3:6])[CH3:5])([CH3:2])[CH3:3])[CH:14]=2)=[O:23])[CH:29]=1. The catalyst class is: 1. (6) Reactant: [NH3:1].[CH2:2]([O:4][CH:5]([O:7][CH:8]1[CH2:20][CH2:19][C:18]([O:22][CH:23]([O:25][CH2:26][CH3:27])[CH3:24])([CH3:21])[CH:17]([O:28][C:29]2C=CC([N+]([O-])=O)=CC=2)[CH:16]=[CH:15][CH:14]([CH3:38])[CH:13](/[C:39](/[CH3:60])=[CH:40]/[CH:41]=[CH:42]/[CH:43]([CH3:59])[CH2:44][CH:45]2[O:58][CH:46]2[CH:47]([CH3:57])[CH:48]([O:51][CH:52]([O:54][CH2:55][CH3:56])[CH3:53])[CH2:49][CH3:50])[O:12][C:10](=[O:11])[CH:9]1C(O)=O)[CH3:6])[CH3:3].C(OCC)(=O)C.[OH2:70]. Product: [C:29]([O:28][CH:17]1[C:18]([O:22][CH:23]([O:25][CH2:26][CH3:27])[CH3:24])([CH3:21])[CH2:19][CH2:20][CH:8]([O:7][CH:5]([O:4][CH2:2][CH3:3])[CH3:6])[CH2:9][C:10]([O:12][CH:13](/[C:39](/[CH3:60])=[CH:40]/[CH:41]=[CH:42]/[CH:43]([CH3:59])[CH2:44][CH:45]2[O:58][CH:46]2[CH:47]([CH3:57])[CH:48]([O:51][CH:52]([O:54][CH2:55][CH3:56])[CH3:53])[CH2:49][CH3:50])[CH:14]([CH3:38])[CH:15]=[CH:16]1)=[O:11])(=[O:70])[NH2:1]. The catalyst class is: 7. (7) Reactant: [CH2:1]([O:3][C:4]1[C:13]([O:14][CH3:15])=[CH:12][C:11]2[C:10]([C:16]3[CH:24]=[CH:23][C:19]([C:20]([OH:22])=O)=[CH:18][CH:17]=3)=[N:9][C@@H:8]3[CH2:25][CH2:26][S:27][CH2:28][C@@H:7]3[C:6]=2[CH:5]=1)[CH3:2].Cl.[CH2:30]([C:32]1[O:33][C:34]([CH2:37][N:38]2[C:43]3[CH:44]=[C:45]([C:47]4[CH:52]=[CH:51][CH:50]=[CH:49][CH:48]=4)[S:46][C:42]=3[C:41](=[O:53])[N:40]([CH:54]3[CH2:59][CH2:58][NH:57][CH2:56][CH2:55]3)[C:39]2=[O:60])=[CH:35][N:36]=1)[CH3:31].CN(C(ON1N=NC2C=CC=CC1=2)=[N+](C)C)C.F[P-](F)(F)(F)(F)F.CCN(C(C)C)C(C)C. Product: [CH2:1]([O:3][C:4]1[C:13]([O:14][CH3:15])=[CH:12][C:11]2[C:10]([C:16]3[CH:17]=[CH:18][C:19]([C:20]([N:57]4[CH2:58][CH2:59][CH:54]([N:40]5[C:41](=[O:53])[C:42]6[S:46][C:45]([C:47]7[CH:48]=[CH:49][CH:50]=[CH:51][CH:52]=7)=[CH:44][C:43]=6[N:38]([CH2:37][C:34]6[O:33][C:32]([CH2:30][CH3:31])=[N:36][CH:35]=6)[C:39]5=[O:60])[CH2:55][CH2:56]4)=[O:22])=[CH:23][CH:24]=3)=[N:9][C@@H:8]3[CH2:25][CH2:26][S:27][CH2:28][C@@H:7]3[C:6]=2[CH:5]=1)[CH3:2]. The catalyst class is: 2.